Dataset: Catalyst prediction with 721,799 reactions and 888 catalyst types from USPTO. Task: Predict which catalyst facilitates the given reaction. (1) Reactant: [C:1]([C:6]1[CH:7]=[CH:8][C:9]2[N:10]([C:12]([C:15]3[CH:29]=[CH:28][C:18]([CH2:19][NH:20]C(=O)OC(C)(C)C)=[CH:17][CH:16]=3)=[CH:13][N:14]=2)[N:11]=1)#[C:2][CH2:3][CH2:4][CH3:5].C(O)(C(F)(F)F)=O. Product: [C:1]([C:6]1[CH:7]=[CH:8][C:9]2[N:10]([C:12]([C:15]3[CH:16]=[CH:17][C:18]([CH2:19][NH2:20])=[CH:28][CH:29]=3)=[CH:13][N:14]=2)[N:11]=1)#[C:2][CH2:3][CH2:4][CH3:5]. The catalyst class is: 2. (2) Reactant: [CH2:1]([O:8][C:9]([N:11]1[CH2:17][CH:16]=[CH:15][CH2:14][CH2:13][CH2:12]1)=[O:10])[C:2]1[CH:7]=[CH:6][CH:5]=[CH:4][CH:3]=1.ClC1C=CC=C(C(OO)=[O:26])C=1.[Cl-].[NH4+].[N-:31]=[N+:32]=[N-:33].[Na+]. Product: [CH2:1]([O:8][C:9]([N:11]1[CH2:12][CH2:13][CH2:14][CH:15]([N:31]=[N+:32]=[N-:33])[CH:16]([OH:26])[CH2:17]1)=[O:10])[C:2]1[CH:3]=[CH:4][CH:5]=[CH:6][CH:7]=1. The catalyst class is: 4.